From a dataset of Aqueous solubility values for 9,982 compounds from the AqSolDB database. Regression/Classification. Given a drug SMILES string, predict its absorption, distribution, metabolism, or excretion properties. Task type varies by dataset: regression for continuous measurements (e.g., permeability, clearance, half-life) or binary classification for categorical outcomes (e.g., BBB penetration, CYP inhibition). For this dataset (solubility_aqsoldb), we predict Y. (1) The compound is [OH-].[OH-].[Zn+2]. The Y is -2.19 log mol/L. (2) The drug is O=C1c2ccccc2C(=O)c2ccccc21. The Y is -6.04 log mol/L. (3) The compound is COP(=S)(OC)SCn1nnc2ccccc2c1=O. The Y is -4.04 log mol/L.